This data is from Full USPTO retrosynthesis dataset with 1.9M reactions from patents (1976-2016). The task is: Predict the reactants needed to synthesize the given product. Given the product [Cl:19][C:20]1[CH:25]=[CH:24][C:23]([CH2:26][C:11]([C:10]2[CH:15]=[C:16]([CH3:18])[CH:17]=[C:8]([O:7][CH3:6])[CH:9]=2)=[O:13])=[CH:22][N:21]=1, predict the reactants needed to synthesize it. The reactants are: N1C=CC=N1.[CH3:6][O:7][C:8]1[CH:9]=[C:10]([CH:15]=[C:16]([CH3:18])[CH:17]=1)[C:11]([O:13]C)=O.[Cl:19][C:20]1[CH:25]=[CH:24][C:23]([CH3:26])=[CH:22][N:21]=1.C[Si](C)(C)[N-][Si](C)(C)C.[Li+].